From a dataset of CYP2C9 inhibition data for predicting drug metabolism from PubChem BioAssay. Regression/Classification. Given a drug SMILES string, predict its absorption, distribution, metabolism, or excretion properties. Task type varies by dataset: regression for continuous measurements (e.g., permeability, clearance, half-life) or binary classification for categorical outcomes (e.g., BBB penetration, CYP inhibition). Dataset: cyp2c9_veith. (1) The drug is NS(=O)(=O)c1ccc(NCc2cnc3ccccc3n2)cc1. The result is 0 (non-inhibitor). (2) The compound is CC1=CC(C)(C)Nc2ccc(CSc3ccccc3)cc21. The result is 1 (inhibitor). (3) The drug is COc1ccccc1CNc1ncnc2ccc(-c3cccc(C#N)c3)cc12. The result is 0 (non-inhibitor). (4) The compound is Cc1ccc(S(=O)(=O)OCC(=O)O)cc1. The result is 0 (non-inhibitor). (5) The compound is O=C(Cc1ccccc1)NC(NC(=S)Nc1cc(Cl)ccc1Cl)C(Cl)(Cl)Cl. The result is 1 (inhibitor). (6) The drug is C/C(CCN1CCc2nc(-c3ccccc3)c(-c3ccccc3)cc2C1)=N\O[C@@H](C)CN1CCCCc2nc(C)c(C)cc21. The result is 0 (non-inhibitor). (7) The molecule is COCCNc1cc(-c2ccccc2C)ncn1. The result is 0 (non-inhibitor).